From a dataset of Full USPTO retrosynthesis dataset with 1.9M reactions from patents (1976-2016). Predict the reactants needed to synthesize the given product. (1) Given the product [C:1]([O:5][C:6]([N:8]1[CH2:13][CH2:12][O:11][C@H:10]([C:14]2[CH:19]=[CH:18][C:17]([NH:20][C:26]([NH:40][C:41]3[CH:48]=[CH:47][CH:46]=[C:43]([C:44]#[N:45])[CH:42]=3)=[O:32])=[C:16]([F:21])[CH:15]=2)[CH2:9]1)=[O:7])([CH3:4])([CH3:2])[CH3:3], predict the reactants needed to synthesize it. The reactants are: [C:1]([O:5][C:6]([N:8]1[CH2:13][CH2:12][O:11][C@H:10]([C:14]2[CH:19]=[CH:18][C:17]([NH2:20])=[C:16]([F:21])[CH:15]=2)[CH2:9]1)=[O:7])([CH3:4])([CH3:3])[CH3:2].ClC(Cl)(O[C:26](=[O:32])OC(Cl)(Cl)Cl)Cl.C(=O)([O-])[O-].[Na+].[Na+].[NH2:40][C:41]1[CH:42]=[C:43]([CH:46]=[CH:47][CH:48]=1)[C:44]#[N:45]. (2) Given the product [F:1][C:2]1[CH:3]=[C:4]([CH:7]=[C:8]([OH:11])[C:9]=1[OH:10])[CH:5]=[O:6], predict the reactants needed to synthesize it. The reactants are: [F:1][C:2]1[CH:3]=[C:4]([CH:7]=[C:8]([O:11]C)[C:9]=1[OH:10])[CH:5]=[O:6].B(Br)(Br)Br.N#N.